From a dataset of Full USPTO retrosynthesis dataset with 1.9M reactions from patents (1976-2016). Predict the reactants needed to synthesize the given product. (1) Given the product [NH2:1][CH2:4][C@@H:5]([C:7]1[CH:18]=[CH:17][C:10]2[O:11][C:12]([CH3:15])([CH3:16])[O:13][CH2:14][C:9]=2[CH:8]=1)[OH:6], predict the reactants needed to synthesize it. The reactants are: [N:1]([CH2:4][C@@H:5]([C:7]1[CH:18]=[CH:17][C:10]2[O:11][C:12]([CH3:16])([CH3:15])[O:13][CH2:14][C:9]=2[CH:8]=1)[OH:6])=[N+]=[N-]. (2) Given the product [Br:17][C:12]1[CH:11]=[C:10]([C:8]2[NH:5][C:23]3[CH2:22][CH2:21][NH:20][C:19](=[O:18])[C:24]=3[CH:7]=2)[CH:15]=[CH:14][C:13]=1[F:16], predict the reactants needed to synthesize it. The reactants are: C([O-])(=O)C.[NH4+:5].Br[CH2:7][C:8]([C:10]1[CH:15]=[CH:14][C:13]([F:16])=[C:12]([Br:17])[CH:11]=1)=O.[O:18]=[C:19]1[CH2:24][C:23](=O)[CH2:22][CH2:21][NH:20]1. (3) The reactants are: C(OC([N:11]1[CH2:15][CH2:14][CH:13]2[N:16]([C:19](=[O:34])[CH:20]([CH:28]3[CH2:33][CH2:32][CH2:31][CH2:30][CH2:29]3)[NH:21][C:22](=[O:27])[CH:23]([NH:25][CH3:26])[CH3:24])[CH2:17][CH2:18][CH:12]12)=O)C1C=CC=CC=1. Given the product [CH:28]1([CH:20]([NH:21][C:22](=[O:27])[CH:23]([NH:25][CH3:26])[CH3:24])[C:19]([N:16]2[CH2:17][CH2:18][CH:12]3[NH:11][CH2:15][CH2:14][CH:13]23)=[O:34])[CH2:33][CH2:32][CH2:31][CH2:30][CH2:29]1, predict the reactants needed to synthesize it. (4) Given the product [CH3:23][O:22][C:18]1[CH:17]=[C:16]2[C:21](=[CH:20][CH:19]=1)[CH:12]([C:9]1[CH:10]=[CH:11][C:6]([CH:5]=[CH:4][C:3]([OH:30])=[O:2])=[CH:7][CH:8]=1)[CH:13]([C:24]1[CH:25]=[CH:26][CH:27]=[CH:28][CH:29]=1)[CH2:14][CH2:15]2, predict the reactants needed to synthesize it. The reactants are: C[O:2][C:3](=[O:30])[CH:4]=[CH:5][C:6]1[CH:11]=[CH:10][C:9]([CH:12]2[C:21]3[C:16](=[CH:17][C:18]([O:22][CH3:23])=[CH:19][CH:20]=3)[CH2:15][CH2:14][CH:13]2[C:24]2[CH:29]=[CH:28][CH:27]=[CH:26][CH:25]=2)=[CH:8][CH:7]=1. (5) Given the product [CH2:37]([O:36][C:32](=[O:35])[CH2:33][O:34][C:29]1[CH:28]=[CH:27][CH:26]=[C:25]2[C:30]=1[C:21]([NH:20][C:8]1[CH:9]=[CH:10][C:11]([O:12][CH2:13][C:14]3[CH:19]=[CH:18][CH:17]=[CH:16][N:15]=3)=[C:6]([Cl:5])[CH:7]=1)=[N:22][CH:23]=[N:24]2)[CH3:38], predict the reactants needed to synthesize it. The reactants are: [O-]CC.[Na+].[Cl:5][C:6]1[CH:7]=[C:8]([NH:20][C:21]2[C:30]3[C:25](=[CH:26][CH:27]=[CH:28][C:29]=3F)[N:24]=[CH:23][N:22]=2)[CH:9]=[CH:10][C:11]=1[O:12][CH2:13][C:14]1[CH:19]=[CH:18][CH:17]=[CH:16][N:15]=1.[C:32]([O:36][CH2:37][CH3:38])(=[O:35])[CH2:33][OH:34]. (6) Given the product [CH3:26][N:2]([CH3:1])[C:3]([C:5]1[CH:17]=[C:16]([OH:18])[C:8]2[N:9]=[C:10]([CH3:15])[N:11]([CH2:12][O:13][CH3:14])[C:7]=2[CH:6]=1)=[O:4], predict the reactants needed to synthesize it. The reactants are: [CH3:1][N:2]([CH3:26])[C:3]([C:5]1[CH:17]=[C:16]([O:18]CC2C=CC=CC=2)[C:8]2[N:9]=[C:10]([CH3:15])[N:11]([CH2:12][O:13][CH3:14])[C:7]=2[CH:6]=1)=[O:4].C(O)(=O)C. (7) Given the product [Br:1][C:2]1[CH:3]=[C:4]2[CH:10]=[C:9]([CH3:11])[NH:8][C:5]2=[N:6][CH:7]=1, predict the reactants needed to synthesize it. The reactants are: [Br:1][C:2]1[CH:3]=[C:4]2[CH:10]=[C:9]([CH3:11])[N:8](S(C3C=CC(Br)=CC=3)(=O)=O)[C:5]2=[N:6][CH:7]=1.[OH-].[Na+].O.CCOC(C)=O. (8) The reactants are: C(O[C:5](=[O:7])[CH3:6])(=O)C.[F:8][C:9]1[CH:15]=[CH:14][C:12]([NH2:13])=[C:11]([CH3:16])[CH:10]=1. Given the product [F:8][C:9]1[CH:15]=[CH:14][C:12]([NH:13][C:5](=[O:7])[CH3:6])=[C:11]([CH3:16])[CH:10]=1, predict the reactants needed to synthesize it. (9) The reactants are: [NH2:1][C:2]1[N:7]=[C:6]([N:8]2[CH2:32][CH2:31][C:11]3([CH2:15][N:14]([C:16]([O:18][CH2:19][C:20]4[CH:25]=[CH:24][CH:23]=[CH:22][CH:21]=4)=[O:17])[C@H:13]([C:26]([O:28]CC)=[O:27])[CH2:12]3)[CH2:10][CH2:9]2)[CH:5]=[C:4]([O:33][C@H:34]([C:39]2[CH:44]=[CH:43][C:42]([Br:45])=[CH:41][C:40]=2[N:46]2[CH:50]=[CH:49][C:48]([CH3:51])=[N:47]2)[C:35]([F:38])([F:37])[F:36])[N:3]=1.O[Li].O.Cl. Given the product [NH2:1][C:2]1[N:7]=[C:6]([N:8]2[CH2:9][CH2:10][C:11]3([CH2:12][C@@H:13]([C:26]([OH:28])=[O:27])[N:14]([C:16]([O:18][CH2:19][C:20]4[CH:25]=[CH:24][CH:23]=[CH:22][CH:21]=4)=[O:17])[CH2:15]3)[CH2:31][CH2:32]2)[CH:5]=[C:4]([O:33][C@H:34]([C:39]2[CH:44]=[CH:43][C:42]([Br:45])=[CH:41][C:40]=2[N:46]2[CH:50]=[CH:49][C:48]([CH3:51])=[N:47]2)[C:35]([F:36])([F:38])[F:37])[N:3]=1, predict the reactants needed to synthesize it. (10) Given the product [O:36]=[C:34]1[CH2:33][N:11]2[C:12]3[C:17]([C:8]([C:5]4[CH:4]=[CH:3][CH:2]=[CH:7][CH:6]=4)=[CH:9][C:10]2=[N:35]1)=[CH:16][CH:15]=[C:14]([S:18][C:19]1[CH:20]=[C:21]([C:25]2([C:31]#[N:32])[CH2:30][CH2:29][O:28][CH2:27][CH2:26]2)[CH:22]=[CH:23][CH:24]=1)[CH:13]=3, predict the reactants needed to synthesize it. The reactants are: F[C:2]1[CH:7]=[CH:6][C:5]([C:8]2[C:17]3[C:12](=[CH:13][C:14]([S:18][C:19]4[CH:20]=[C:21]([C:25]5([C:31]#[N:32])[CH2:30][CH2:29][O:28][CH2:27][CH2:26]5)[CH:22]=[CH:23][CH:24]=4)=[CH:15][CH:16]=3)[N:11]3[CH2:33][C:34](=[O:36])[N:35]=[C:10]3[CH:9]=2)=[CH:4][CH:3]=1.O=C1CN2C3C(C(C4C=C(C)C=CC=4)=CC2=N1)=CC=C(SC1C=C(C2(C#N)CCOCC2)C=CC=1)C=3.COC1C=CN=CC=1C1C2C(=CC(SC3C=C(C4(C#N)CCOCC4)C=CC=3)=CC=2)N2CC(=O)N=C2C=1.FC1C=C(C2(C#N)CCOCC2)C=C(SC2C=C3C(C(C4C=CC(F)=CC=4)=CC4N3CC(=O)N=4)=CC=2)C=1.FC1C=CC(C2C3C(=CC(SC4C=CC=C(C(O)(C(F)(F)F)CC)C=4)=CC=3)N3CC(=O)N=C3C=2)=CC=1.